This data is from Peptide-MHC class I binding affinity with 185,985 pairs from IEDB/IMGT. The task is: Regression. Given a peptide amino acid sequence and an MHC pseudo amino acid sequence, predict their binding affinity value. This is MHC class I binding data. (1) The peptide sequence is PQIQLTITR. The MHC is HLA-A33:01 with pseudo-sequence HLA-A33:01. The binding affinity (normalized) is 0.0198. (2) The peptide sequence is DLPPAIAAE. The binding affinity (normalized) is 0.0847. The MHC is HLA-B08:01 with pseudo-sequence HLA-B08:01.